From a dataset of Catalyst prediction with 721,799 reactions and 888 catalyst types from USPTO. Predict which catalyst facilitates the given reaction. (1) Reactant: [O:1]1[CH2:3][CH:2]1[CH2:4][O:5][C:6]1[C:18]2[C:17]3[C:12](=[CH:13][CH:14]=[CH:15][CH:16]=3)[NH:11][C:10]=2[CH:9]=[CH:8][CH:7]=1.[CH3:19][O:20][C:21]1[CH:30]=[CH:29][CH:28]=[CH:27][C:22]=1[O:23][CH2:24][CH2:25][NH2:26].[C:31]([OH:36])(=[O:35])[C:32]([OH:34])=[O:33]. Product: [CH3:19][O:20][C:21]1[CH:30]=[CH:29][CH:28]=[CH:27][C:22]=1[O:23][CH2:24][CH2:25][NH:26][CH2:3][CH:2]([OH:1])[CH2:4][O:5][C:6]1[CH:7]=[CH:8][CH:9]=[C:10]2[NH:11][C:12]3[CH:13]=[CH:14][CH:15]=[CH:16][C:17]=3[C:18]=12.[C:31]([O-:36])(=[O:35])[C:32]([O-:34])=[O:33]. The catalyst class is: 41. (2) Reactant: [F:1][C:2]([F:15])([F:14])[S:3]([O:6]S(C(F)(F)F)(=O)=O)(=[O:5])=[O:4].[OH:16][C:17]1[N:18]=[N:19][C:20](O)=[CH:21][CH:22]=1.CO. Product: [F:1][C:2]([F:15])([F:14])[S:3]([O:6][C:20]1[CH:21]=[CH:22][C:17](=[O:16])[NH:18][N:19]=1)(=[O:5])=[O:4]. The catalyst class is: 300. (3) Reactant: [ClH:1].[Cl:2][CH2:3][CH2:4][CH2:5]/[C:6](=[CH:18]\[C:19]1[CH:24]=[CH:23][C:22]([N:25]2[CH:29]=[C:28]([CH3:30])[N:27]=[CH:26]2)=[C:21]([O:31][CH3:32])[CH:20]=1)/[C:7]([NH:9][NH:10]C(OC(C)(C)C)=O)=[O:8]. Product: [ClH:2].[ClH:1].[Cl:2][CH2:3][CH2:4][CH2:5]/[C:6](=[CH:18]\[C:19]1[CH:24]=[CH:23][C:22]([N:25]2[CH:29]=[C:28]([CH3:30])[N:27]=[CH:26]2)=[C:21]([O:31][CH3:32])[CH:20]=1)/[C:7]([NH:9][NH2:10])=[O:8]. The catalyst class is: 13.